Dataset: SARS-CoV-2 main protease (3CLPro) crystallographic fragment screen with 879 compounds. Task: Binary Classification. Given a drug SMILES string, predict its activity (active/inactive) in a high-throughput screening assay against a specified biological target. (1) The drug is COC(=O)Nc1nnc(CC2CCCC2)s1. The result is 0 (inactive). (2) The drug is CC(=O)Nc1ccc(Br)cc1. The result is 0 (inactive). (3) The drug is O=C(c1c(F)cccc1F)N1CCCC1. The result is 0 (inactive). (4) The molecule is CC(C)c1ncc(Cl)c(C(N)=O)n1. The result is 0 (inactive). (5) The drug is CC(=O)NC(N)=O. The result is 0 (inactive). (6) The drug is CNC(=O)NCc1c(F)cccc1Cl. The result is 0 (inactive).